From a dataset of Reaction yield outcomes from USPTO patents with 853,638 reactions. Predict the reaction yield, written as a fraction of the theoretical maximum amount of product (1.0 means a 100% yield; for example, 0.34 means a 34% yield). (1) The reactants are C1C=CC(P(C2C(C3C(P(C4C=CC=CC=4)C4C=CC=CC=4)=CC=C4C=3C=CC=C4)=C3C(C=CC=C3)=CC=2)C2C=CC=CC=2)=CC=1.C(=O)([O-])[O-].[Cs+].[Cs+].Br[C:54]1[CH:59]=[CH:58][CH:57]=[C:56]([Br:60])[CH:55]=1.[O:61]1[CH2:66][CH2:65][CH2:64][CH2:63][CH:62]1[O:67][CH:68]1[CH2:72][CH2:71][NH:70][CH2:69]1. The catalyst is C1(C)C=CC=CC=1.C([O-])(=O)C.[Pd+2].C([O-])(=O)C. The product is [Br:60][C:56]1[CH:55]=[C:54]([N:70]2[CH2:71][CH2:72][CH:68]([O:67][CH:62]3[CH2:63][CH2:64][CH2:65][CH2:66][O:61]3)[CH2:69]2)[CH:59]=[CH:58][CH:57]=1. The yield is 0.130. (2) The reactants are I[C:2]1[CH:7]=[CH:6][N:5]=[C:4]([S:8][CH3:9])[N:3]=1.C(N(CC)CC)C.[C:17]([C:19]1[CH:24]=[CH:23][N:22]=[C:21]([S:25][CH3:26])[N:20]=1)#[CH:18].C(OCC)(=O)C. The catalyst is O1CCCC1.[Cu]I.Cl[Pd](Cl)([P](C1C=CC=CC=1)(C1C=CC=CC=1)C1C=CC=CC=1)[P](C1C=CC=CC=1)(C1C=CC=CC=1)C1C=CC=CC=1.O. The product is [CH3:9][S:8][C:4]1[N:3]=[C:2]([C:18]#[C:17][C:19]2[CH:24]=[CH:23][N:22]=[C:21]([S:25][CH3:26])[N:20]=2)[CH:7]=[CH:6][N:5]=1. The yield is 0.690. (3) The reactants are [F:1][C:2]1[CH:7]=[C:6]([OH:8])[CH:5]=[C:4]([F:9])[C:3]=1[C:10]1[N:15]=[C:14]([C:16]([O:18][CH3:19])=[O:17])[CH:13]=[CH:12][C:11]=1[F:20].O[CH:22]1[CH2:27][CH2:26][N:25]([C:28]([O:30][C:31]([CH3:34])([CH3:33])[CH3:32])=[O:29])[CH2:24][CH2:23]1.C1(P(C2C=CC=CC=2)C2C=CC=CC=2)C=CC=CC=1.CC(OC(/N=N/C(OC(C)C)=O)=O)C. The catalyst is C1COCC1. The product is [C:31]([O:30][C:28]([N:25]1[CH2:26][CH2:27][CH:22]([O:8][C:6]2[CH:5]=[C:4]([F:9])[C:3]([C:10]3[N:15]=[C:14]([C:16]([O:18][CH3:19])=[O:17])[CH:13]=[CH:12][C:11]=3[F:20])=[C:2]([F:1])[CH:7]=2)[CH2:23][CH2:24]1)=[O:29])([CH3:34])([CH3:32])[CH3:33]. The yield is 1.00. (4) The reactants are C[Si]([N-][Si](C)(C)C)(C)C.[Li+].C[Si](C)(C)N[Si](C)(C)C.C([Li])CCC.[Si:25]([O:32][C:33]1[C:34](=[O:39])[CH2:35][CH2:36][CH2:37][CH:38]=1)([C:28]([CH3:31])([CH3:30])[CH3:29])([CH3:27])[CH3:26].[Cl-].[F:41][C:42]1[CH:56]=[CH:55][C:45]([CH2:46][C:47]2[O:51][C:50]([C:52]([O-])=[O:53])=[CH:49][CH:48]=2)=[CH:44][CH:43]=1.[Cl-].[NH4+]. The catalyst is O1CCCC1. The product is [Si:25]([O:32][C:33]1[C:34](=[O:39])[CH:35]([C:52]([C:50]2[O:51][C:47]([CH2:46][C:45]3[CH:44]=[CH:43][C:42]([F:41])=[CH:56][CH:55]=3)=[CH:48][CH:49]=2)=[O:53])[CH2:36][CH2:37][CH:38]=1)([C:28]([CH3:31])([CH3:30])[CH3:29])([CH3:27])[CH3:26]. The yield is 0.880.